From a dataset of Reaction yield outcomes from USPTO patents with 853,638 reactions. Predict the reaction yield, written as a fraction of the theoretical maximum amount of product (1.0 means a 100% yield; for example, 0.34 means a 34% yield). (1) The reactants are [Cl:1][C:2]1[C:11]2[C:6](=[CH:7][C:8](F)=[CH:9][CH:10]=2)[C:5]([O:13][CH3:14])=[CH:4][N:3]=1.[CH3:15][CH2:16][O-:17].[Na+]. The catalyst is CS(C)=O.CCOC(C)=O. The product is [Cl:1][C:2]1[C:11]2[C:6](=[CH:7][C:8]([O:17][CH2:16][CH3:15])=[CH:9][CH:10]=2)[C:5]([O:13][CH3:14])=[CH:4][N:3]=1. The yield is 0.540. (2) The reactants are [F:1][C:2]([C:12]1[CH:17]=[CH:16][C:15](I)=[CH:14][CH:13]=1)([CH3:11])[CH2:3][NH:4][S:5]([CH:8]([CH3:10])[CH3:9])(=[O:7])=[O:6].[C:19]([C:22]1[CH:27]=[CH:26][C:25](B(O)O)=[CH:24][CH:23]=1)([OH:21])=[O:20].C([O-])([O-])=O.[Na+].[Na+].O.Cl. The catalyst is O1CCOCC1. The product is [F:1][C:2]([C:12]1[CH:17]=[CH:16][C:15]([C:25]2[CH:26]=[CH:27][C:22]([C:19]([OH:21])=[O:20])=[CH:23][CH:24]=2)=[CH:14][CH:13]=1)([CH3:11])[CH2:3][NH:4][S:5]([CH:8]([CH3:10])[CH3:9])(=[O:7])=[O:6]. The yield is 0.510. (3) The reactants are [CH:1]([NH:3]/[C:4](/[C:14](/[NH:24][CH:25]=O)=[CH:15]\[C:16]1[CH:21]=[CH:20][CH:19]=[CH:18][C:17]=1[O:22][CH3:23])=[CH:5]/[C:6]1[CH:11]=[CH:10][CH:9]=[CH:8][C:7]=1[O:12][CH3:13])=O.ClCCl.P(Cl)(Cl)(Cl)=O.C(=O)([O-])O.[Na+]. The catalyst is C(Cl)(Cl)Cl.N1C=CC=CC=1.C(OCC)(=O)C. The product is [N+:3](/[C:4](/[C:14](/[N+:24]#[C-:25])=[CH:15]\[C:16]1[CH:21]=[CH:20][CH:19]=[CH:18][C:17]=1[O:22][CH3:23])=[CH:5]/[C:6]1[CH:11]=[CH:10][CH:9]=[CH:8][C:7]=1[O:12][CH3:13])#[C-:1]. The yield is 0.720. (4) The reactants are [Cl:1][C:2]1[CH:10]=[C:9]2[C:5]([C:6]([C:11]([O:13]C)=[O:12])=[CH:7][NH:8]2)=[CH:4][C:3]=1[C:15]1[CH:20]=[CH:19][C:18]([CH3:21])=[CH:17][CH:16]=1.[OH-].[Na+]. The catalyst is CO. The product is [Cl:1][C:2]1[CH:10]=[C:9]2[C:5]([C:6]([C:11]([OH:13])=[O:12])=[CH:7][NH:8]2)=[CH:4][C:3]=1[C:15]1[CH:20]=[CH:19][C:18]([CH3:21])=[CH:17][CH:16]=1. The yield is 0.130. (5) The yield is 0.820. The product is [OH:1][CH2:2][C@H:3]1[O:8][C:7]([CH3:9])([CH3:10])[O:6][C@@H:5]([CH2:11][C:12]([N:40]([O:41][CH3:42])[CH3:39])=[O:14])[CH2:4]1. The catalyst is O.ClCCl.C(#N)C. The reactants are [OH:1][CH2:2][C@H:3]1[O:8][C:7]([CH3:10])([CH3:9])[O:6][C@@H:5]([CH2:11][C:12]([OH:14])=O)[CH2:4]1.[Cl-].[NH4+].C[Si](C)(C)N[Si](C)(C)C.C(N1C=CN=C1)(N1C=CN=C1)=O.Cl.[CH3:39][NH:40][O:41][CH3:42].C(=O)(O)[O-].[Na+].S([O-])([O-])(=O)=O.[Na+].[Na+]. (6) The reactants are [Cl:1][C:2]1[CH:3]=[C:4]([C:8]2([N+:16]([O-])=O)[CH2:13][N:12]([CH3:14])[C:11](=[O:15])[CH2:10][CH2:9]2)[CH:5]=[CH:6][CH:7]=1. The catalyst is O1CCOCC1.[Zn]. The product is [NH2:16][C:8]1([C:4]2[CH:5]=[CH:6][CH:7]=[C:2]([Cl:1])[CH:3]=2)[CH2:13][N:12]([CH3:14])[C:11](=[O:15])[CH2:10][CH2:9]1. The yield is 0.860. (7) The reactants are [NH2:1][C:2]1[C:3]([C:10]([O:12][CH2:13][CH3:14])=[O:11])=[N:4][C:5]([Cl:9])=[N:6][C:7]=1Cl.[NH:15]1[CH:19]=[CH:18][CH:17]=[N:16]1. No catalyst specified. The product is [NH2:1][C:2]1[C:3]([C:10]([O:12][CH2:13][CH3:14])=[O:11])=[N:4][C:5]([Cl:9])=[N:6][C:7]=1[N:15]1[CH:19]=[CH:18][CH:17]=[N:16]1. The yield is 0.280. (8) The yield is 0.730. The reactants are [Cl:1][CH2:2][CH2:3][CH2:4][C:5]1[CH:6]=[C:7]2[C:11](=[CH:12][CH:13]=1)[NH:10][C:9](=[O:14])[C:8]2([CH3:16])[CH3:15].ClCCCC1C=C2C(=CC=1)NC(=[O:30])C2(CC)CC.FC(F)(F)C(O)=O.C([SiH](CC)CC)C. No catalyst specified. The product is [Cl:1][CH2:2][CH2:3][C:4]([C:5]1[CH:6]=[C:7]2[C:11](=[CH:12][CH:13]=1)[NH:10][C:9](=[O:14])[C:8]2([CH3:16])[CH3:15])=[O:30]. (9) The reactants are [Br:1][C:2]1[CH:7]=[CH:6][N:5]=[C:4]([NH2:8])[CH:3]=1.Br[CH2:10][C:11]([C:13]1[CH:22]=[CH:21][C:16]2[O:17][CH2:18][CH2:19][O:20][C:15]=2[CH:14]=1)=O. No catalyst specified. The product is [Br:1][C:2]1[CH:7]=[CH:6][N:5]2[CH:10]=[C:11]([C:13]3[CH:22]=[CH:21][C:16]4[O:17][CH2:18][CH2:19][O:20][C:15]=4[CH:14]=3)[N:8]=[C:4]2[CH:3]=1. The yield is 0.870.